Dataset: Forward reaction prediction with 1.9M reactions from USPTO patents (1976-2016). Task: Predict the product of the given reaction. (1) The product is: [CH2:7]([O:9][C:10]1[CH:15]=[CH:14][C:13]([C:16]2[Se:20][C:19]([CH:21]=[CH2:1])=[CH:18][CH:17]=2)=[C:12]([F:23])[C:11]=1[F:24])[CH3:8]. Given the reactants [CH3:1]C(C)([O-])C.[K+].[CH2:7]([O:9][C:10]1[CH:15]=[CH:14][C:13]([C:16]2[Se:20][C:19]([CH:21]=O)=[CH:18][CH:17]=2)=[C:12]([F:23])[C:11]=1[F:24])[CH3:8], predict the reaction product. (2) Given the reactants C[O:2][C:3](=[O:30])[C:4]1[CH:9]=[CH:8][C:7]([CH3:10])=[C:6]([N:11]2[C:16](=[O:17])[C:15]([Cl:18])=[C:14]([O:19][CH2:20][C:21]3[CH:26]=[CH:25][C:24]([F:27])=[CH:23][C:22]=3[F:28])[N:13]=[C:12]2[CH3:29])[CH:5]=1.[OH-].[Na+], predict the reaction product. The product is: [Cl:18][C:15]1[C:16](=[O:17])[N:11]([C:6]2[CH:5]=[C:4]([CH:9]=[CH:8][C:7]=2[CH3:10])[C:3]([OH:30])=[O:2])[C:12]([CH3:29])=[N:13][C:14]=1[O:19][CH2:20][C:21]1[CH:26]=[CH:25][C:24]([F:27])=[CH:23][C:22]=1[F:28]. (3) Given the reactants [CH2:1]([O:8][C:9]([NH:11][C:12]1[C:13]([C:25](O)=[O:26])=[N:14][C:15]2[C:20]([CH:21]=1)=[CH:19][CH:18]=[C:17]([CH2:22][C:23]#[N:24])[CH:16]=2)=[O:10])[C:2]1[CH:7]=[CH:6][CH:5]=[CH:4][CH:3]=1.[NH2:28][C:29]1[CH:30]=[N:31][CH:32]=[CH:33][C:34]=1[N:35]1[CH2:40][CH2:39][CH2:38][C@H:37]([NH:41][C:42](=[O:51])[O:43][CH2:44][C:45]2[CH:50]=[CH:49][CH:48]=[CH:47][CH:46]=2)[CH2:36]1.CN(C(ON1N=NC2C=CC=NC1=2)=[N+](C)C)C.F[P-](F)(F)(F)(F)F.CCN(C(C)C)C(C)C, predict the reaction product. The product is: [CH2:1]([O:8][C:9]([NH:11][C:12]1[C:13]([C:25]([NH:28][C:29]2[CH:30]=[N:31][CH:32]=[CH:33][C:34]=2[N:35]2[CH2:40][CH2:39][CH2:38][C@H:37]([NH:41][C:42](=[O:51])[O:43][CH2:44][C:45]3[CH:46]=[CH:47][CH:48]=[CH:49][CH:50]=3)[CH2:36]2)=[O:26])=[N:14][C:15]2[C:20]([CH:21]=1)=[CH:19][CH:18]=[C:17]([CH2:22][C:23]#[N:24])[CH:16]=2)=[O:10])[C:2]1[CH:7]=[CH:6][CH:5]=[CH:4][CH:3]=1. (4) Given the reactants [Cl:1][C:2]1[CH:31]=[CH:30][C:5]([CH2:6][N:7]2[C:15]3[C:10](=[CH:11][C:12](/[CH:16]=[C:17]4/[C:18](=[O:29])[N:19]([N:23]5[CH2:28][CH2:27][NH:26][CH2:25][CH2:24]5)[C:20](=[O:22])[S:21]/4)=[CH:13][CH:14]=3)[CH:9]=[N:8]2)=[C:4]([C:32]([F:35])([F:34])[F:33])[CH:3]=1.Br[CH2:37][CH2:38][OH:39], predict the reaction product. The product is: [Cl:1][C:2]1[CH:31]=[CH:30][C:5]([CH2:6][N:7]2[C:15]3[C:10](=[CH:11][C:12](/[CH:16]=[C:17]4/[C:18](=[O:29])[N:19]([N:23]5[CH2:24][CH2:25][N:26]([CH2:37][CH2:38][OH:39])[CH2:27][CH2:28]5)[C:20](=[O:22])[S:21]/4)=[CH:13][CH:14]=3)[CH:9]=[N:8]2)=[C:4]([C:32]([F:35])([F:34])[F:33])[CH:3]=1. (5) Given the reactants [F:1][C:2]1[CH:7]=[CH:6][CH:5]=[CH:4][C:3]=1[N:8]1[C:12]([S:13]([C:16]2[CH:21]=[CH:20][CH:19]=[C:18]([O:22][CH3:23])[CH:17]=2)(=[O:15])=[O:14])=[CH:11][C:10]([C:24]([O:26]CC)=O)=[N:9]1.[CH3:29][NH2:30].CO, predict the reaction product. The product is: [F:1][C:2]1[CH:7]=[CH:6][CH:5]=[CH:4][C:3]=1[N:8]1[C:12]([S:13]([C:16]2[CH:21]=[CH:20][CH:19]=[C:18]([O:22][CH3:23])[CH:17]=2)(=[O:15])=[O:14])=[CH:11][C:10]([C:24]([NH:30][CH3:29])=[O:26])=[N:9]1.